Dataset: Forward reaction prediction with 1.9M reactions from USPTO patents (1976-2016). Task: Predict the product of the given reaction. (1) Given the reactants [F:1][CH:2]([F:24])[O:3][C:4]1[CH:5]=[C:6]([N:10]2[CH:15]=[CH:14][C:13](=[O:16])[C:12]([C:17](=O)/[CH:18]=[CH:19]/[N:20](C)C)=[N:11]2)[CH:7]=[CH:8][CH:9]=1.[F:25][C:26]1[CH:27]=[C:28]2[C:33](=[CH:34][CH:35]=1)[N:32]=[CH:31][CH:30]=[C:29]2[NH:36]N, predict the reaction product. The product is: [F:1][CH:2]([F:24])[O:3][C:4]1[CH:5]=[C:6]([N:10]2[CH:15]=[CH:14][C:13](=[O:16])[C:12]([C:17]3[N:36]([C:29]4[C:28]5[C:33](=[CH:34][CH:35]=[C:26]([F:25])[CH:27]=5)[N:32]=[CH:31][CH:30]=4)[N:20]=[CH:19][CH:18]=3)=[N:11]2)[CH:7]=[CH:8][CH:9]=1. (2) Given the reactants [F:1][C:2]([C:5]1[CH:10]=[CH:9][C:8]([CH:11]2[CH2:16][NH:15][CH2:14][CH:13]([C:17]([O:19][CH3:20])=[O:18])[CH2:12]2)=[CH:7][CH:6]=1)([F:4])[CH3:3].C(N(CC)CC)C.Cl[C:29]([O:31][C:32]1[CH:37]=[CH:36][C:35]([N+:38]([O-:40])=[O:39])=[CH:34][CH:33]=1)=[O:30], predict the reaction product. The product is: [F:1][C:2]([C:5]1[CH:6]=[CH:7][C:8]([CH:11]2[CH2:16][N:15]([C:29]([O:31][C:32]3[CH:33]=[CH:34][C:35]([N+:38]([O-:40])=[O:39])=[CH:36][CH:37]=3)=[O:30])[CH2:14][CH:13]([C:17]([O:19][CH3:20])=[O:18])[CH2:12]2)=[CH:9][CH:10]=1)([F:4])[CH3:3].